The task is: Regression. Given two drug SMILES strings and cell line genomic features, predict the synergy score measuring deviation from expected non-interaction effect.. This data is from Merck oncology drug combination screen with 23,052 pairs across 39 cell lines. (1) Drug 1: CCc1cnn2c(NCc3ccc[n+]([O-])c3)cc(N3CCCCC3CCO)nc12. Drug 2: Cn1cc(-c2cnn3c(N)c(Br)c(C4CCCNC4)nc23)cn1. Cell line: HT29. Synergy scores: synergy=-1.79. (2) Drug 1: CC(=O)OC1C(=O)C2(C)C(O)CC3OCC3(OC(C)=O)C2C(OC(=O)c2ccccc2)C2(O)CC(OC(=O)C(O)C(NC(=O)c3ccccc3)c3ccccc3)C(C)=C1C2(C)C. Drug 2: CC(C)CC(NC(=O)C(Cc1ccccc1)NC(=O)c1cnccn1)B(O)O. Cell line: RPMI7951. Synergy scores: synergy=-10.5. (3) Drug 1: CC1(c2nc3c(C(N)=O)cccc3[nH]2)CCCN1. Drug 2: NC1CCCCC1N.O=C(O)C(=O)O.[Pt+2]. Cell line: KPL1. Synergy scores: synergy=5.97. (4) Drug 1: N.N.O=C(O)C1(C(=O)O)CCC1.[Pt]. Drug 2: COC1=C2CC(C)CC(OC)C(O)C(C)C=C(C)C(OC(N)=O)C(OC)C=CC=C(C)C(=O)NC(=CC1=O)C2=O. Cell line: SW837. Synergy scores: synergy=-20.9. (5) Synergy scores: synergy=15.2. Cell line: HT144. Drug 2: COC1=C2CC(C)CC(OC)C(O)C(C)C=C(C)C(OC(N)=O)C(OC)C=CC=C(C)C(=O)NC(=CC1=O)C2=O. Drug 1: C=CCn1c(=O)c2cnc(Nc3ccc(N4CCN(C)CC4)cc3)nc2n1-c1cccc(C(C)(C)O)n1. (6) Cell line: NCIH460. Synergy scores: synergy=-32.0. Drug 1: CC(C)CC(NC(=O)C(Cc1ccccc1)NC(=O)c1cnccn1)B(O)O. Drug 2: NC1CCCCC1N.O=C(O)C(=O)O.[Pt+2]. (7) Drug 1: C#Cc1cccc(Nc2ncnc3cc(OCCOC)c(OCCOC)cc23)c1. Drug 2: Cn1c(=O)n(-c2ccc(C(C)(C)C#N)cc2)c2c3cc(-c4cnc5ccccc5c4)ccc3ncc21. Cell line: NCIH520. Synergy scores: synergy=36.3.